This data is from Full USPTO retrosynthesis dataset with 1.9M reactions from patents (1976-2016). The task is: Predict the reactants needed to synthesize the given product. (1) Given the product [CH3:25][O:24][CH2:23][CH2:22][N:16]1[C:14]2[N:15]=[C:10]([NH:9][C:3]3[CH:4]=[CH:5][CH:6]=[CH:7][CH:8]=3)[N:11]=[CH:12][C:13]=2[CH:19]=[CH:18][C:17]1=[O:20], predict the reactants needed to synthesize it. The reactants are: [H-].[Na+].[C:3]1([NH:9][C:10]2[N:11]=[CH:12][C:13]3[CH:19]=[CH:18][C:17](=[O:20])[NH:16][C:14]=3[N:15]=2)[CH:8]=[CH:7][CH:6]=[CH:5][CH:4]=1.Br[CH2:22][CH2:23][O:24][CH3:25]. (2) Given the product [CH3:1][O:2][C:3]([C:5]1[C:13]2[C:8](=[CH:9][CH:10]=[CH:11][CH:12]=2)[N:7]([CH:15]([CH3:16])[CH3:14])[N:6]=1)=[O:4], predict the reactants needed to synthesize it. The reactants are: [CH3:1][O:2][C:3]([C:5]1[C:13]2[C:8](=[CH:9][CH:10]=[CH:11][CH:12]=2)[NH:7][N:6]=1)=[O:4].[CH3:14][C:15](C)([O-])[CH3:16].[K+]. (3) The reactants are: [CH2:1]([O:3][C:4](=[O:18])[CH2:5][N:6]([CH2:8][CH2:9][C@H:10]([OH:17])[C:11]1[CH:16]=[CH:15][CH:14]=[CH:13][CH:12]=1)[CH3:7])[CH3:2].[C:19]1([C:25]2[CH:30]=[CH:29][C:28](O)=[CH:27][CH:26]=2)[CH:24]=[CH:23][CH:22]=[CH:21][CH:20]=1. Given the product [CH2:1]([O:3][C:4](=[O:18])[CH2:5][N:6]([CH2:8][CH2:9][C@H:10]([C:11]1[CH:16]=[CH:15][CH:14]=[CH:13][CH:12]=1)[O:17][C:28]1[CH:29]=[CH:30][C:25]([C:19]2[CH:24]=[CH:23][CH:22]=[CH:21][CH:20]=2)=[CH:26][CH:27]=1)[CH3:7])[CH3:2], predict the reactants needed to synthesize it. (4) Given the product [Cl:52][C:36]1[C:37]([NH:39][C:40]2[CH:45]=[CH:44][CH:43]=[CH:42][C:41]=2[S:46]([CH:49]([CH3:51])[CH3:50])(=[O:48])=[O:47])=[N:38][C:33]([NH:31][C:28]2[CH:29]=[CH:30][C:23]3[CH2:22][CH2:21][N:20]([CH2:19][CH2:18][O:17][CH3:16])[CH2:26][CH2:25][C:24]=3[CH:27]=2)=[N:34][CH:35]=1, predict the reactants needed to synthesize it. The reactants are: C12(CS(O)(=O)=O)C(C)(C)C(CC1)CC2=O.[CH3:16][O:17][CH2:18][CH2:19][N:20]1[CH2:26][CH2:25][C:24]2[CH:27]=[C:28]([NH2:31])[CH:29]=[CH:30][C:23]=2[CH2:22][CH2:21]1.Cl[C:33]1[N:38]=[C:37]([NH:39][C:40]2[CH:45]=[CH:44][CH:43]=[CH:42][C:41]=2[S:46]([CH:49]([CH3:51])[CH3:50])(=[O:48])=[O:47])[C:36]([Cl:52])=[CH:35][N:34]=1.C(=O)([O-])[O-].